This data is from Catalyst prediction with 721,799 reactions and 888 catalyst types from USPTO. The task is: Predict which catalyst facilitates the given reaction. (1) Reactant: [CH2:1]([O:8][C:9]([N:11]1[CH2:14][CH:13]([C:15](O)=[O:16])[CH2:12]1)=[O:10])[C:2]1[CH:7]=[CH:6][CH:5]=[CH:4][CH:3]=1.B.C1COCC1.[OH-].[Na+]. Product: [CH2:1]([O:8][C:9]([N:11]1[CH2:14][CH:13]([CH2:15][OH:16])[CH2:12]1)=[O:10])[C:2]1[CH:7]=[CH:6][CH:5]=[CH:4][CH:3]=1. The catalyst class is: 1. (2) Reactant: C([O:3][P:4]([CH2:9][CH2:10][N:11]1[CH2:19][CH2:18][CH2:17][NH:16][C:15]2[C:14](=[O:20])[C:13](=[O:21])[C:12]1=2)(=[O:8])[O:5]CC)C.C[Si](Br)(C)C.O. Product: [CH2:18]1[CH2:19][N:11]([CH2:10][CH2:9][P:4]([OH:5])([OH:8])=[O:3])[C:12]2=[C:13]([OH:21])[C:14](=[O:20])[C:15]2=[N:16][CH2:17]1. The catalyst class is: 10. (3) Reactant: C(OC(=O)[N:7]([CH2:22][CH2:23][CH2:24][N:25](C(OC(C)(C)C)=O)[CH2:26][CH2:27][CH2:28][CH2:29][N:30](C(OC(C)(C)C)=O)[CH2:31][CH2:32][CH:33]([NH2:41])C(OC(C)(C)C)=O)[CH2:8][CH2:9][CH2:10][NH:11][C:12]([C:14]1[CH:15]=[N:16][C:17]([NH:20][NH2:21])=[CH:18][CH:19]=1)=[O:13])(C)(C)C.C(#N)C. Product: [NH2:41][CH2:33][CH2:32][CH2:31][NH:30][CH2:29][CH2:28][CH2:27][CH2:26][NH:25][CH2:24][CH2:23][CH2:22][NH:7][CH2:8][CH2:9][CH2:10][NH:11][C:12](=[O:13])[C:14]1[CH:19]=[CH:18][C:17]([NH:20][NH2:21])=[N:16][CH:15]=1. The catalyst class is: 89.